The task is: Predict the reaction yield, written as a fraction of the theoretical maximum amount of product (1.0 means a 100% yield; for example, 0.34 means a 34% yield).. This data is from Reaction yield outcomes from USPTO patents with 853,638 reactions. (1) The catalyst is C(Cl)Cl. The product is [C:4]([N:43]1[CH2:42][C@H:41]([CH3:51])[CH2:40][C@:39]([OH:53])([CH3:52])[C@H:38]([OH:54])[C@@H:37]([CH3:55])[C@H:36]([OH:56])[C@@H:35]([CH3:57])[C:34](=[O:58])[O:33][C@H:32]([CH2:30][CH3:31])[C@:46]([OH:48])([CH3:47])[C@H:45]([OH:49])[C@H:44]1[CH3:50])(=[O:5])[CH2:15][CH2:16]/[CH:17]=[CH:18]\[CH2:19]/[CH:15]=[CH:16]\[CH2:17]/[CH:18]=[CH:19]\[CH2:34]/[CH:35]=[CH:36]\[CH2:37]/[CH:38]=[CH:39]\[CH2:40]/[CH:41]=[CH:67]\[CH2:65][CH3:66]. The reactants are CN([CH:4]=[O:5])C.CN(C(ON1N=N[C:16]2[CH:17]=[CH:18][CH:19]=N[C:15]1=2)=[N+](C)C)C.F[P-](F)(F)(F)(F)F.[CH2:30]([C@@H:32]1[C@:46]([OH:48])([CH3:47])[C@H:45]([OH:49])[C@@H:44]([CH3:50])[NH:43][CH2:42][C@H:41]([CH3:51])[CH2:40][C@:39]([OH:53])([CH3:52])[C@H:38]([OH:54])[C@@H:37]([CH3:55])[C@H:36]([OH:56])[C@@H:35]([CH3:57])[C:34](=[O:58])[O:33]1)[CH3:31].CCN([CH:65]([CH3:67])[CH3:66])C(C)C. The yield is 0.190. (2) The reactants are [N+:1]([C:4]1[CH:8]=[CH:7][N:6]([CH2:9][CH2:10][NH2:11])[N:5]=1)([O-:3])=[O:2].[CH3:12][C:13]([O:16][C:17](O[C:17]([O:16][C:13]([CH3:15])([CH3:14])[CH3:12])=[O:18])=[O:18])([CH3:15])[CH3:14].C(N(CC)CC)C. The catalyst is C(Cl)Cl. The product is [N+:1]([C:4]1[CH:8]=[CH:7][N:6]([CH2:9][CH2:10][NH:11][C:17](=[O:18])[O:16][C:13]([CH3:15])([CH3:14])[CH3:12])[N:5]=1)([O-:3])=[O:2]. The yield is 0.800.